From a dataset of Forward reaction prediction with 1.9M reactions from USPTO patents (1976-2016). Predict the product of the given reaction. (1) Given the reactants [C:1]1([C:7]2[C:16]3[C:11](=[CH:12][CH:13]=[CH:14][CH:15]=3)[N:10]=[CH:9][C:8]=2[C:17]([O:19]CC)=O)[CH:6]=[CH:5][CH:4]=[CH:3][CH:2]=1.Cl.[CH3:23]NOC.C[Mg]Br.CCOCC.Cl.C([O-])(O)=O.[Na+], predict the reaction product. The product is: [C:1]1([C:7]2[C:16]3[C:11](=[CH:12][CH:13]=[CH:14][CH:15]=3)[N:10]=[CH:9][C:8]=2[C:17](=[O:19])[CH3:23])[CH:6]=[CH:5][CH:4]=[CH:3][CH:2]=1. (2) Given the reactants [N+:1]([C:4]1[CH:5]=[N:6][C:7]2[CH2:8][CH2:9][CH:10]([OH:14])[CH2:11][C:12]=2[CH:13]=1)([O-])=O, predict the reaction product. The product is: [NH2:1][C:4]1[CH:5]=[N:6][C:7]2[CH2:8][CH2:9][CH:10]([OH:14])[CH2:11][C:12]=2[CH:13]=1.